This data is from Full USPTO retrosynthesis dataset with 1.9M reactions from patents (1976-2016). The task is: Predict the reactants needed to synthesize the given product. (1) Given the product [CH2:28]([N:5]1[C:6]2[CH:7]=[N:8][C:9]([C:12]([F:14])([F:15])[F:13])=[CH:10][C:11]=2[N:3]=[C:4]1[CH2:16][N:17]1[CH:21]=[CH:20][N:19]=[C:18]1[C:22]1[S:23][CH:24]=[CH:25][N:26]=1)[CH3:29], predict the reactants needed to synthesize it. The reactants are: C([N:3]1[C:11]2[CH:10]=[C:9]([C:12]([F:15])([F:14])[F:13])[N:8]=[CH:7][C:6]=2[N:5]=[C:4]1[CH2:16][N:17]1[CH:21]=[CH:20][N:19]=[C:18]1[C:22]1[S:23][CH:24]=[CH:25][N:26]=1)C.Cl[CH2:28][C:29]1N(CC)C2C=NC(C(F)(F)F)=CC=2N=1.N1C=CN=C1C1SC=CN=1. (2) Given the product [Cl:11][C:12]1[CH:17]=[CH:16][C:15]([C:2]2[C:7]([CH:8]=[O:9])=[C:6]([CH3:10])[N:5]=[CH:4][CH:3]=2)=[C:14]([F:21])[CH:13]=1, predict the reactants needed to synthesize it. The reactants are: Cl[C:2]1[C:7]([CH:8]=[O:9])=[C:6]([CH3:10])[N:5]=[CH:4][CH:3]=1.[Cl:11][C:12]1[CH:17]=[CH:16][C:15](B(O)O)=[C:14]([F:21])[CH:13]=1.C([O-])([O-])=O.[Cs+].[Cs+]. (3) Given the product [CH2:16]([O:15][CH:9]1[CH:8]([O:23][CH2:24][C:25]2[CH:30]=[CH:29][CH:28]=[CH:27][CH:26]=2)[CH:7]([CH2:31][O:32][CH2:33][C:34]2[CH:39]=[CH:38][CH:37]=[CH:36][CH:35]=2)[O:6][CH:5]([OH:4])[CH:10]1[O:11][C:12](=[O:14])[CH3:13])[C:17]1[CH:22]=[CH:21][CH:20]=[CH:19][CH:18]=1, predict the reactants needed to synthesize it. The reactants are: C([O:4][CH:5]1[CH:10]([O:11][C:12](=[O:14])[CH3:13])[CH:9]([O:15][CH2:16][C:17]2[CH:22]=[CH:21][CH:20]=[CH:19][CH:18]=2)[CH:8]([O:23][CH2:24][C:25]2[CH:30]=[CH:29][CH:28]=[CH:27][CH:26]=2)[CH:7]([CH2:31][O:32][CH2:33][C:34]2[CH:39]=[CH:38][CH:37]=[CH:36][CH:35]=2)[O:6]1)(=O)C.C(O)(=O)C.NN.C(OCC)(=O)C. (4) The reactants are: [N:1]1([NH:7][C:8]([C:10]2[C:14]([CH3:15])=[C:13]([C:16]3[CH:21]=[CH:20][C:19]([O:22]CC4C=CC=CC=4)=[CH:18][CH:17]=3)[N:12]([C:30]3[CH:35]=[CH:34][C:33]([Cl:36])=[CH:32][C:31]=3[Cl:37])[N:11]=2)=[O:9])[CH2:6][CH2:5][CH2:4][CH2:3][CH2:2]1. Given the product [N:1]1([NH:7][C:8]([C:10]2[C:14]([CH3:15])=[C:13]([C:16]3[CH:17]=[CH:18][C:19]([OH:22])=[CH:20][CH:21]=3)[N:12]([C:30]3[CH:35]=[CH:34][C:33]([Cl:36])=[CH:32][C:31]=3[Cl:37])[N:11]=2)=[O:9])[CH2:6][CH2:5][CH2:4][CH2:3][CH2:2]1, predict the reactants needed to synthesize it.